Dataset: Full USPTO retrosynthesis dataset with 1.9M reactions from patents (1976-2016). Task: Predict the reactants needed to synthesize the given product. (1) Given the product [ClH:37].[Br:1][C:2]1[C:15]([O:16][CH3:17])=[CH:14][C:13]2[C:4](=[C:5]([O:20][C@H:21]3[CH2:25][NH:24][C@H:23]([C:33]([O:35][CH3:36])=[O:34])[CH2:22]3)[N:6]=[C:7]3[C:12]=2[CH:11]=[CH:10][C:9]([C:18]#[N:19])=[CH:8]3)[CH:3]=1, predict the reactants needed to synthesize it. The reactants are: [Br:1][C:2]1[C:15]([O:16][CH3:17])=[CH:14][C:13]2[C:4](=[C:5]([O:20][C@H:21]3[CH2:25][N:24](C(OC(C)(C)C)=O)[C@H:23]([C:33]([O:35][CH3:36])=[O:34])[CH2:22]3)[N:6]=[C:7]3[C:12]=2[CH:11]=[CH:10][C:9]([C:18]#[N:19])=[CH:8]3)[CH:3]=1.[ClH:37]. (2) The reactants are: [F:1][C:2]1[CH:22]=[CH:21][C:5]([CH2:6][CH:7]2[CH2:16][C:15]3[C:10](=[CH:11][CH:12]=[CH:13][CH:14]=3)[CH2:9][N:8]2[CH2:17][CH2:18][CH2:19][NH2:20])=[CH:4][CH:3]=1.[CH2:23]([C:25]1[CH:30]=[CH:29][CH:28]=[CH:27][C:26]=1[N:31]=[C:32]=[O:33])[CH3:24]. Given the product [CH2:23]([C:25]1[CH:30]=[CH:29][CH:28]=[CH:27][C:26]=1[NH:31][C:32]([NH:20][CH2:19][CH2:18][CH2:17][N:8]1[CH:7]([CH2:6][C:5]2[CH:21]=[CH:22][C:2]([F:1])=[CH:3][CH:4]=2)[CH2:16][C:15]2[C:10](=[CH:11][CH:12]=[CH:13][CH:14]=2)[CH2:9]1)=[O:33])[CH3:24], predict the reactants needed to synthesize it. (3) Given the product [N+:17]([C:15]1[CH:14]=[CH:13][C:11]([N:12]2[CH2:2][CH2:7][O:6][CH2:5][C:4]2=[O:3])=[C:10]([CH3:9])[CH:16]=1)([O-:19])=[O:18], predict the reactants needed to synthesize it. The reactants are: Cl[C:2]1(Cl)[CH2:7][O:6][CH2:5][CH2:4][O:3]1.[CH3:9][C:10]1[CH:16]=[C:15]([N+:17]([O-:19])=[O:18])[CH:14]=[CH:13][C:11]=1[NH2:12]. (4) Given the product [F:1][C:2]1[C:3]([NH:18][C:19]2[CH:24]=[CH:23][C:22]([I:25])=[CH:21][C:20]=2[F:26])=[C:4]([CH:12]=[C:13](/[CH:16]=[N:30]/[CH2:29][CH2:27][OH:28])[C:14]=1[F:15])[C:5]([NH:7][O:8][CH2:9][CH2:10][OH:11])=[O:6], predict the reactants needed to synthesize it. The reactants are: [F:1][C:2]1[C:3]([NH:18][C:19]2[CH:24]=[CH:23][C:22]([I:25])=[CH:21][C:20]=2[F:26])=[C:4]([CH:12]=[C:13]([CH:16]=O)[C:14]=1[F:15])[C:5]([NH:7][O:8][CH2:9][CH2:10][OH:11])=[O:6].[CH2:27]([CH2:29][NH2:30])[OH:28]. (5) Given the product [CH3:18][O:19][C:20]1[CH:25]=[CH:24][C:23]([N:26]2[C:6]([C:2]3[O:1][CH:5]=[CH:4][CH:3]=3)=[C:7]([C:8]([O:10][CH2:11][CH3:12])=[O:9])[C:28]([C:29]([F:30])([F:31])[F:32])=[N:27]2)=[CH:22][CH:21]=1, predict the reactants needed to synthesize it. The reactants are: [O:1]1[CH:5]=[CH:4][CH:3]=[C:2]1[C:6](=O)[CH2:7][C:8]([O:10][CH2:11][CH3:12])=[O:9].[O-]CC.[Na+].[CH3:18][O:19][C:20]1[CH:25]=[CH:24][C:23]([NH:26][N:27]=[C:28](Br)[C:29]([F:32])([F:31])[F:30])=[CH:22][CH:21]=1. (6) Given the product [CH:1]1([N:7]2[CH2:13][C:12]([F:14])([F:15])[C:11](=[O:16])[N:10]([CH3:17])[C:9]3[CH:18]=[N:19][C:20]([NH:22][C:23]4[CH:31]=[CH:30][C:26]([C:27]([NH:58][C@@H:59]5[CH2:64][CH2:63][CH2:62][CH2:61][C@@H:60]5[OH:65])=[O:29])=[CH:25][C:24]=4[O:32][CH3:33])=[N:21][C:8]2=3)[CH2:6][CH2:5][CH2:4][CH2:3][CH2:2]1, predict the reactants needed to synthesize it. The reactants are: [CH:1]1([N:7]2[CH2:13][C:12]([F:15])([F:14])[C:11](=[O:16])[N:10]([CH3:17])[C:9]3[CH:18]=[N:19][C:20]([NH:22][C:23]4[CH:31]=[CH:30][C:26]([C:27]([OH:29])=O)=[CH:25][C:24]=4[O:32][CH3:33])=[N:21][C:8]2=3)[CH2:6][CH2:5][CH2:4][CH2:3][CH2:2]1.CN(C(ON1N=NC2C=CC=NC1=2)=[N+](C)C)C.F[P-](F)(F)(F)(F)F.[NH2:58][C@H:59]1[CH2:64][CH2:63][CH2:62][CH2:61][C@H:60]1[OH:65].